From a dataset of NCI-60 drug combinations with 297,098 pairs across 59 cell lines. Regression. Given two drug SMILES strings and cell line genomic features, predict the synergy score measuring deviation from expected non-interaction effect. Drug 1: CS(=O)(=O)C1=CC(=C(C=C1)C(=O)NC2=CC(=C(C=C2)Cl)C3=CC=CC=N3)Cl. Drug 2: CC1=C(C=C(C=C1)NC2=NC=CC(=N2)N(C)C3=CC4=NN(C(=C4C=C3)C)C)S(=O)(=O)N.Cl. Cell line: K-562. Synergy scores: CSS=44.0, Synergy_ZIP=5.88, Synergy_Bliss=11.9, Synergy_Loewe=13.8, Synergy_HSA=13.5.